Task: Predict which catalyst facilitates the given reaction.. Dataset: Catalyst prediction with 721,799 reactions and 888 catalyst types from USPTO Reactant: [NH2:1][C:2]1[CH:7]=[CH:6][CH:5]=[C:4]([CH2:8][N:9]2[C:17](=[O:18])[C:16]3[C:11](=[CH:12][CH:13]=[CH:14][CH:15]=3)[C:10]2=[O:19])[N:3]=1.C(N(CC)CC)C.[CH3:27][S:28](Cl)(=[O:30])=[O:29]. Product: [CH3:27][S:28]([NH:1][C:2]1[CH:7]=[CH:6][CH:5]=[C:4]([CH2:8][N:9]2[C:10](=[O:19])[C:11]3[C:16](=[CH:15][CH:14]=[CH:13][CH:12]=3)[C:17]2=[O:18])[N:3]=1)(=[O:30])=[O:29]. The catalyst class is: 4.